Dataset: Reaction yield outcomes from USPTO patents with 853,638 reactions. Task: Predict the reaction yield, written as a fraction of the theoretical maximum amount of product (1.0 means a 100% yield; for example, 0.34 means a 34% yield). (1) The yield is 0.650. The reactants are [F:1][C:2]1[CH:7]=[CH:6][C:5]([C:8]2([C:24]3[CH:29]=[CH:28][C:27]([F:30])=[CH:26][CH:25]=3)[O:12][C:11](=[O:13])[N:10]([CH2:14][C:15](O)=[O:16])[C@H:9]2[C:18]2[CH:23]=[CH:22][CH:21]=[CH:20][CH:19]=2)=[CH:4][CH:3]=1.[OH-].[NH4+:32]. The catalyst is CN(C=O)C. The product is [F:1][C:2]1[CH:3]=[CH:4][C:5]([C:8]2([C:24]3[CH:25]=[CH:26][C:27]([F:30])=[CH:28][CH:29]=3)[O:12][C:11](=[O:13])[N:10]([CH2:14][C:15]([NH2:32])=[O:16])[C@H:9]2[C:18]2[CH:19]=[CH:20][CH:21]=[CH:22][CH:23]=2)=[CH:6][CH:7]=1. (2) The product is [CH3:3][N:4]1[CH2:9][CH2:8][C:7](=[C:10]2[C:19]3[CH:20]=[C:21]([S:24][CH2:25][C:26]([OH:28])=[O:27])[CH:22]=[CH:23][C:18]=3[O:17][CH2:16][C:15]3[CH:14]=[CH:13][S:12][C:11]2=3)[CH2:6][CH2:5]1. The catalyst is C(O)C. The yield is 0.500. The reactants are [OH-].[Na+].[CH3:3][N:4]1[CH2:9][CH2:8][CH:7]([CH:10]2[C:19]3[CH:20]=[C:21]([S:24][CH2:25][C:26]([O:28]C)=[O:27])[CH:22]=[CH:23][C:18]=3[O:17][CH2:16][C:15]3[CH:14]=[CH:13][S:12][C:11]2=3)[CH2:6][CH2:5]1. (3) The reactants are Cl.CN(C)C[C:5]([OH:7])=[O:6].C(=O)([O-])[O-].[Cs+].[Cs+].[Cl:15][C:16]1[CH:21]=[CH:20][C:19](I)=[CH:18][CH:17]=1.CO[C:25]1[CH:30]=[CH:29][C:28](O)=[CH:27][CH:26]=1. The catalyst is O1CCOCC1. The product is [Cl:15][C:16]1[CH:21]=[CH:20][C:19]([O:6][CH2:5][O:7][C:25]2[CH:30]=[CH:29][CH:28]=[CH:27][CH:26]=2)=[CH:18][CH:17]=1. The yield is 1.00. (4) The reactants are [F:1][C:2]1[CH:7]=[CH:6][C:5]([S:8]([N:11]2[C:15]([C:16]3[CH:21]=[CH:20][C:19]([O:22][CH3:23])=[CH:18][CH:17]=3)=[CH:14][C:13]([CH:24]=O)=[CH:12]2)(=[O:10])=[O:9])=[CH:4][CH:3]=1.[Cl-].C[NH3+].[C:29]([BH3-])#[N:30].[Na+]. No catalyst specified. The product is [F:1][C:2]1[CH:7]=[CH:6][C:5]([S:8]([N:11]2[C:15]([C:16]3[CH:21]=[CH:20][C:19]([O:22][CH3:23])=[CH:18][CH:17]=3)=[CH:14][C:13]([CH2:24][NH:30][CH3:29])=[CH:12]2)(=[O:10])=[O:9])=[CH:4][CH:3]=1. The yield is 0.440. (5) The reactants are [F:1][C:2]1[CH:3]=[C:4]([N:19]2[CH2:23][CH:22]([CH2:24][NH:25][C:26](=[O:28])[CH3:27])[O:21][C:20]2=[O:29])[CH:5]=[CH:6][C:7]=1[C:8]1[N:9]=[N:10][N:11]([CH2:13][C:14]2[N:15]=[CH:16][NH:17][CH:18]=2)[CH:12]=1.C(=O)([O-])[O-].[K+].[K+].Br[CH2:37][C:38]#[N:39]. The catalyst is CN(C=O)C. The product is [C:38]([CH2:37][N:17]1[CH:18]=[C:14]([CH2:13][N:11]2[CH:12]=[C:8]([C:7]3[CH:6]=[CH:5][C:4]([N:19]4[CH2:23][C@H:22]([CH2:24][NH:25][C:26](=[O:28])[CH3:27])[O:21][C:20]4=[O:29])=[CH:3][C:2]=3[F:1])[N:9]=[N:10]2)[N:15]=[CH:16]1)#[N:39]. The yield is 0.640. (6) The product is [CH3:1][C:2]1[C:11]([C:12]2[S:13][C:14]([C:23]3[N:27]=[CH:26][NH:25][N:24]=3)=[C:15]([C:17]3[CH:18]=[CH:19][CH:20]=[CH:21][CH:22]=3)[N:16]=2)=[C:5]2[CH:6]=[C:7]([O:10][CH2:35][C:36]3[CH:41]=[N:40][C:39]([C:42]([F:45])([F:43])[F:44])=[CH:38][CH:37]=3)[CH:8]=[CH:9][N:4]2[N:3]=1. The yield is 0.920. The reactants are [CH3:1][C:2]1[C:11]([C:12]2[S:13][C:14]([C:23]3[N:27]=[CH:26][N:25](C4CCCCO4)[N:24]=3)=[C:15]([C:17]3[CH:22]=[CH:21][CH:20]=[CH:19][CH:18]=3)[N:16]=2)=[C:5]2[CH:6]=[C:7]([OH:10])[CH:8]=[CH:9][N:4]2[N:3]=1.Cl[CH2:35][C:36]1[CH:37]=[CH:38][C:39]([C:42]([F:45])([F:44])[F:43])=[N:40][CH:41]=1.C(=O)([O-])[O-].[K+].[K+].CN(C=O)C. The catalyst is CCOC(C)=O.O. (7) The reactants are [CH2:1]([O:8][C:9]1[CH:14]=[CH:13][N:12]([C:15]2[NH:16][C:17]([C:21](O)=[O:22])=[C:18]([CH3:20])[N:19]=2)[C:11](=[O:24])[CH:10]=1)[C:2]1[CH:7]=[CH:6][CH:5]=[CH:4][CH:3]=1.[NH2:25][CH2:26][C:27]1[CH:28]=[N:29][CH:30]=[CH:31][CH:32]=1. No catalyst specified. The product is [CH2:1]([O:8][C:9]1[CH:14]=[CH:13][N:12]([C:15]2[NH:16][C:17]([C:21]([NH:25][CH2:26][C:27]3[CH:28]=[N:29][CH:30]=[CH:31][CH:32]=3)=[O:22])=[C:18]([CH3:20])[N:19]=2)[C:11](=[O:24])[CH:10]=1)[C:2]1[CH:7]=[CH:6][CH:5]=[CH:4][CH:3]=1. The yield is 0.630. (8) The reactants are [C:1]([CH:3]1[CH2:6][N:5]([C:7](=[O:42])[C@H:8]([NH:10][C:11]([C:13]2[C:21]3[C:16](=[N:17][CH:18]=[C:19]([C:22]4[C:30]5[C:25](=[CH:26][C:27]([Cl:32])=[CH:28][C:29]=5[F:31])[N:24]([CH3:33])[N:23]=4)[N:20]=3)[N:15](COCC[Si](C)(C)C)[CH:14]=2)=[O:12])[CH3:9])[CH2:4]1)#[N:2].FC(F)(F)C(O)=O.C(N)CN.O. The catalyst is ClCCl. The product is [C:1]([CH:3]1[CH2:4][N:5]([C:7](=[O:42])[C@H:8]([NH:10][C:11]([C:13]2[C:21]3[C:16](=[N:17][CH:18]=[C:19]([C:22]4[C:30]5[C:25](=[CH:26][C:27]([Cl:32])=[CH:28][C:29]=5[F:31])[N:24]([CH3:33])[N:23]=4)[N:20]=3)[NH:15][CH:14]=2)=[O:12])[CH3:9])[CH2:6]1)#[N:2]. The yield is 0.480. (9) The reactants are Cl[CH2:2][CH2:3][CH2:4][N:5]1[C:13]2[C:8](=[CH:9][C:10]([N:14]3[CH:19]=[CH:18][C:17]([C:20]4[CH:25]=[CH:24][C:23]([C:26]([F:29])([F:28])[F:27])=[CH:22][CH:21]=4)=[CH:16][C:15]3=[O:30])=[CH:11][CH:12]=2)[CH:7]=[N:6]1.C([O-])([O-])=O.[K+].[K+].[NH:37]1[CH2:41][CH2:40][CH2:39][CH2:38]1. The catalyst is CN(C=O)C.O. The product is [N:37]1([CH2:2][CH2:3][CH2:4][N:5]2[C:13]3[C:8](=[CH:9][C:10]([N:14]4[CH:19]=[CH:18][C:17]([C:20]5[CH:25]=[CH:24][C:23]([C:26]([F:29])([F:28])[F:27])=[CH:22][CH:21]=5)=[CH:16][C:15]4=[O:30])=[CH:11][CH:12]=3)[CH:7]=[N:6]2)[CH2:41][CH2:40][CH2:39][CH2:38]1. The yield is 0.910.